Dataset: Full USPTO retrosynthesis dataset with 1.9M reactions from patents (1976-2016). Task: Predict the reactants needed to synthesize the given product. (1) Given the product [CH3:33][S:34][C:35]1[CH:42]=[CH:41][C:38]([CH2:39][O:1][CH:2]2[CH:7]([C:8]3[CH:9]=[CH:10][C:11]([O:14][CH2:15][CH2:16][O:17][CH2:18][CH2:19][C:20]4[CH:21]=[CH:22][CH:23]=[CH:24][CH:25]=4)=[CH:12][CH:13]=3)[CH2:6][CH2:5][N:4]([C:26]([O:28][C:29]([CH3:32])([CH3:31])[CH3:30])=[O:27])[CH2:3]2)=[CH:37][CH:36]=1, predict the reactants needed to synthesize it. The reactants are: [OH:1][CH:2]1[CH:7]([C:8]2[CH:13]=[CH:12][C:11]([O:14][CH2:15][CH2:16][O:17][CH2:18][CH2:19][C:20]3[CH:25]=[CH:24][CH:23]=[CH:22][CH:21]=3)=[CH:10][CH:9]=2)[CH2:6][CH2:5][N:4]([C:26]([O:28][C:29]([CH3:32])([CH3:31])[CH3:30])=[O:27])[CH2:3]1.[CH3:33][S:34][C:35]1[CH:42]=[CH:41][C:38]([CH2:39]Cl)=[CH:37][CH:36]=1. (2) Given the product [CH3:36][O:35][C:32]1[N:31]=[CH:30][C:29]([C:26]2[CH:25]=[CH:24][C:23]([C:20]3([C:17]4[N:13]5[CH2:14][CH2:15][S:16][C:10]([CH2:9][OH:8])([CH3:37])[CH2:11][C:12]5=[N:19][N:18]=4)[CH2:22][CH2:21]3)=[CH:28][CH:27]=2)=[CH:34][CH:33]=1, predict the reactants needed to synthesize it. The reactants are: [Si]([O:8][CH2:9][C:10]1([CH3:37])[S:16][CH2:15][CH2:14][N:13]2[C:17]([C:20]3([C:23]4[CH:28]=[CH:27][C:26]([C:29]5[CH:30]=[N:31][C:32]([O:35][CH3:36])=[CH:33][CH:34]=5)=[CH:25][CH:24]=4)[CH2:22][CH2:21]3)=[N:18][N:19]=[C:12]2[CH2:11]1)(C(C)(C)C)(C)C.Cl.